Task: Predict the product of the given reaction.. Dataset: Forward reaction prediction with 1.9M reactions from USPTO patents (1976-2016) (1) Given the reactants Cl[C:2]1[C:11]2[C:6](=[C:7]([CH3:13])[CH:8]=[C:9]([I:12])[CH:10]=2)[N:5]=[N:4][C:3]=1[C:14]([NH2:16])=[O:15].[CH2:17]([N:19]1[C:23]([NH2:24])=[CH:22][CH:21]=[N:20]1)[CH3:18].Cl.N1C=CC=CC=1, predict the reaction product. The product is: [CH2:17]([N:19]1[C:23]([NH:24][C:2]2[C:11]3[C:6](=[C:7]([CH3:13])[CH:8]=[C:9]([I:12])[CH:10]=3)[N:5]=[N:4][C:3]=2[C:14]([NH2:16])=[O:15])=[CH:22][CH:21]=[N:20]1)[CH3:18]. (2) Given the reactants [CH2:1]([O:8][NH2:9])[C:2]1[CH:7]=[CH:6][CH:5]=[CH:4][CH:3]=1.[C:10](=[O:13])(O)[O-].[Na+].ClC(OC1C=CC([N+]([O-])=O)=CC=1)=O.[CH3:28][O:29][C:30]1[CH:35]=[CH:34][C:33]([C:36]2[N:37]=[C:38]([CH:49]3[CH2:54][CH2:53][NH:52][CH2:51][CH2:50]3)[O:39][C:40]=2[C:41]2[CH:46]=[CH:45][C:44]([O:47][CH3:48])=[CH:43][CH:42]=2)=[CH:32][CH:31]=1.C(N(CC)CC)C, predict the reaction product. The product is: [CH3:28][O:29][C:30]1[CH:35]=[CH:34][C:33]([C:36]2[N:37]=[C:38]([CH:49]3[CH2:54][CH2:53][N:52]([C:10](=[O:13])[NH:9][O:8][CH2:1][C:2]4[CH:7]=[CH:6][CH:5]=[CH:4][CH:3]=4)[CH2:51][CH2:50]3)[O:39][C:40]=2[C:41]2[CH:46]=[CH:45][C:44]([O:47][CH3:48])=[CH:43][CH:42]=2)=[CH:32][CH:31]=1. (3) The product is: [C:2]([C:4]1[CH:5]=[CH:6][C:7]([CH:8]=[C:48]2[CH2:49][CH2:50][N:45]([C:38]([O:40][C:41]([CH3:44])([CH3:43])[CH3:42])=[O:39])[CH2:46][CH2:47]2)=[CH:19][CH:20]=1)#[N:3]. Given the reactants [Br-].[C:2]([C:4]1[CH:20]=[CH:19][C:7]([CH2:8][P+](OCC)(OCC)OCC)=[CH:6][CH:5]=1)#[N:3].C1OCCOCCOCCOCCOC1.[H-].[Na+].[C:38]([N:45]1[CH2:50][CH2:49][C:48](=O)[CH2:47][CH2:46]1)([O:40][C:41]([CH3:44])([CH3:43])[CH3:42])=[O:39], predict the reaction product. (4) The product is: [C:1]([O:22][CH2:21][CH2:20][O:19][C:16]1[CH:15]=[CH:14][C:13]([C:11](=[O:12])[C:8]([OH:7])([CH3:9])[CH3:10])=[CH:18][CH:17]=1)(=[O:5])[C:2]([CH3:4])=[CH2:3]. Given the reactants [C:1](Cl)(=[O:5])[C:2]([CH3:4])=[CH2:3].[OH:7][C:8]([C:11]([C:13]1[CH:18]=[CH:17][C:16]([O:19][CH2:20][CH2:21][OH:22])=[CH:15][CH:14]=1)=[O:12])([CH3:10])[CH3:9].C=CC1C=CC(S([O-])(=O)=O)=CC=1.[Na+], predict the reaction product. (5) The product is: [ClH:1].[NH2:40][CH2:39][CH2:38][O:37][CH2:36][CH2:35][O:34][CH2:33][CH2:32][O:31][CH2:30][CH2:29][O:28][CH2:27][CH2:26][C:25]([NH:24][CH2:23][C:19]1[CH:20]=[CH:21][CH:22]=[C:17]([C:15](=[O:16])[NH:14][CH2:13][CH2:12][O:11][CH2:10][CH2:9][O:8][CH2:7][CH2:6][CH2:5][CH2:4][CH2:3][CH2:2][Cl:1])[CH:18]=1)=[O:48]. Given the reactants [Cl:1][CH2:2][CH2:3][CH2:4][CH2:5][CH2:6][CH2:7][O:8][CH2:9][CH2:10][O:11][CH2:12][CH2:13][NH:14][C:15]([C:17]1[CH:18]=[C:19]([CH2:23][NH:24][C:25](=[O:48])[CH2:26][CH2:27][O:28][CH2:29][CH2:30][O:31][CH2:32][CH2:33][O:34][CH2:35][CH2:36][O:37][CH2:38][CH2:39][NH:40]C(=O)OC(C)(C)C)[CH:20]=[CH:21][CH:22]=1)=[O:16].Cl.O1CCOCC1, predict the reaction product. (6) Given the reactants [CH3:1][O:2][CH2:3][CH2:4][CH2:5][CH2:6][CH2:7][O:8][CH:9]1[CH2:14][CH2:13][N:12]([C:15]2[CH:20]=[CH:19][C:18]([C:21]3[S:25][C:24]4=[N:26][C:27]([C:29]5[CH:37]=[CH:36][C:32]([C:33]([OH:35])=[O:34])=[CH:31][CH:30]=5)=[CH:28][N:23]4[N:22]=3)=[CH:17][CH:16]=2)[CH2:11][CH2:10]1.O[N:39]1[C:43]2[CH:44]=[CH:45][CH:46]=[CH:47][C:42]=2[N:41]=[N:40]1.Cl.C(N=C=NCCCN(C)C)C, predict the reaction product. The product is: [N:39]1([O:34][C:33](=[O:35])[C:32]2[CH:31]=[CH:30][C:29]([C:27]3[N:26]=[C:24]4[N:23]([CH:28]=3)[N:22]=[C:21]([C:18]3[CH:17]=[CH:16][C:15]([N:12]5[CH2:11][CH2:10][CH:9]([O:8][CH2:7][CH2:6][CH2:5][CH2:4][CH2:3][O:2][CH3:1])[CH2:14][CH2:13]5)=[CH:20][CH:19]=3)[S:25]4)=[CH:37][CH:36]=2)[C:43]2[CH:44]=[CH:45][CH:46]=[CH:47][C:42]=2[N:41]=[N:40]1. (7) Given the reactants Cl[C:2]1[N:7]=[C:6]([NH:8][C@H:9]2[CH2:14][CH2:13][CH2:12][C@@H:11]([NH:15][C:16]([N:18]3[CH2:22][CH2:21][CH2:20][CH2:19]3)=[O:17])[CH2:10]2)[C:5]([F:23])=[CH:4][N:3]=1.[F:24][C:25]1[CH:26]=[C:27]2[C:33](B3OC(C)(C)C(C)(C)O3)=[CH:32][N:31]([S:43]([C:46]3[CH:51]=[CH:50][C:49]([CH3:52])=[CH:48][CH:47]=3)(=[O:45])=[O:44])[C:28]2=[N:29][CH:30]=1.[O-]P([O-])([O-])=O.[K+].[K+].[K+].C1(P(C2CCCCC2)C2C=CC=CC=2C2C(C(C)C)=CC(C(C)C)=CC=2C(C)C)CCCCC1, predict the reaction product. The product is: [F:23][C:5]1[C:6]([NH:8][C@H:9]2[CH2:14][CH2:13][CH2:12][C@@H:11]([NH:15][C:16]([N:18]3[CH2:22][CH2:21][CH2:20][CH2:19]3)=[O:17])[CH2:10]2)=[N:7][C:2]([C:33]2[C:27]3[C:28](=[N:29][CH:30]=[C:25]([F:24])[CH:26]=3)[N:31]([S:43]([C:46]3[CH:51]=[CH:50][C:49]([CH3:52])=[CH:48][CH:47]=3)(=[O:44])=[O:45])[CH:32]=2)=[N:3][CH:4]=1. (8) Given the reactants [CH2:1]([N:8]([CH2:21][C:22]1[CH:27]=[CH:26][CH:25]=[CH:24][CH:23]=1)[C:9]1[CH:10]=[C:11]2[CH:17]=[C:16]([C:18](=O)[CH3:19])[NH:15][C:12]2=[CH:13][N:14]=1)[C:2]1[CH:7]=[CH:6][CH:5]=[CH:4][CH:3]=1.[C:28]([NH:31][NH2:32])([NH2:30])=[NH:29].[ClH:33].Cl, predict the reaction product. The product is: [ClH:33].[ClH:33].[CH2:1]([N:8]([CH2:21][C:22]1[CH:27]=[CH:26][CH:25]=[CH:24][CH:23]=1)[C:9]1[CH:10]=[C:11]2[CH:17]=[C:16]([C:18](=[N:32][NH:31][C:28]([NH2:30])=[NH:29])[CH3:19])[NH:15][C:12]2=[CH:13][N:14]=1)[C:2]1[CH:7]=[CH:6][CH:5]=[CH:4][CH:3]=1. (9) The product is: [C:1]1([C:16]2[CH:17]=[CH:18][CH:19]=[CH:20][CH:21]=2)[CH:6]=[CH:5][C:4]([CH:7]([N:14]([CH3:15])[C:29](=[O:31])[CH2:28][N:27]2[C:26]3[CH:32]=[C:33]([O:36][C:37]([F:40])([F:39])[F:38])[CH:34]=[CH:35][C:25]=3[O:24][C:23]2=[O:22])[CH2:8][N:9]2[CH2:13][CH2:12][CH2:11][CH2:10]2)=[CH:3][CH:2]=1. Given the reactants [C:1]1([C:16]2[CH:21]=[CH:20][CH:19]=[CH:18][CH:17]=2)[CH:6]=[CH:5][C:4]([CH:7]([NH:14][CH3:15])[CH2:8][N:9]2[CH2:13][CH2:12][CH2:11][CH2:10]2)=[CH:3][CH:2]=1.[O:22]=[C:23]1[N:27]([CH2:28][C:29]([OH:31])=O)[C:26]2[CH:32]=[C:33]([O:36][C:37]([F:40])([F:39])[F:38])[CH:34]=[CH:35][C:25]=2[O:24]1.C(N(CC)CC)C.F[P-](F)(F)(F)(F)F.N1(O[P+](N(C)C)(N(C)C)N(C)C)C2C=CC=CC=2N=N1.FC(F)(F)C(O)=O, predict the reaction product. (10) Given the reactants [CH2:1]([N:5]([CH2:31][CH:32]([CH3:34])[CH3:33])[C:6]1[CH:11]=[CH:10][C:9](B2OCC(C)(C)CO2)=[CH:8][C:7]=1[NH:20][C:21]([NH:23][C:24]1[CH:29]=[CH:28][C:27]([CH3:30])=[CH:26][CH:25]=1)=[O:22])[CH:2]([CH3:4])[CH3:3].Br[C:36]1[CH:44]=[CH:43][CH:42]=[C:41]([CH3:45])[C:37]=1[C:38]([OH:40])=[O:39].C(=O)([O-])[O-].[K+].[K+], predict the reaction product. The product is: [CH2:31]([N:5]([CH2:1][CH:2]([CH3:3])[CH3:4])[C:6]1[CH:11]=[CH:10][C:9]([C:36]2[C:37]([C:38]([OH:40])=[O:39])=[C:41]([CH3:45])[CH:42]=[CH:43][CH:44]=2)=[CH:8][C:7]=1[NH:20][C:21]([NH:23][C:24]1[CH:25]=[CH:26][C:27]([CH3:30])=[CH:28][CH:29]=1)=[O:22])[CH:32]([CH3:34])[CH3:33].